Task: Predict the reaction yield, written as a fraction of the theoretical maximum amount of product (1.0 means a 100% yield; for example, 0.34 means a 34% yield).. Dataset: Reaction yield outcomes from USPTO patents with 853,638 reactions (1) The reactants are [C:1]([O:5][C:6]([NH:8][CH:9]1[CH2:12][CH:11]([CH2:13][C:14]([O:16]CC)=O)[CH2:10]1)=[O:7])([CH3:4])([CH3:3])[CH3:2].O.[NH2:20][NH2:21]. The catalyst is CCO. The product is [NH:20]([C:14](=[O:16])[CH2:13][CH:11]1[CH2:12][CH:9]([NH:8][C:6](=[O:7])[O:5][C:1]([CH3:4])([CH3:3])[CH3:2])[CH2:10]1)[NH2:21]. The yield is 0.970. (2) The yield is 0.770. The reactants are [NH2:1][C:2]([NH2:4])=[O:3].[CH3:5][O:6][C:7]1[CH:12]=[CH:11][CH:10]=[CH:9][C:8]=1[CH:13]1[CH2:17][CH2:16][CH:15]([C:18](OC)=[O:19])[C:14]1=O.CO. The catalyst is O. The product is [CH3:5][O:6][C:7]1[CH:12]=[CH:11][CH:10]=[CH:9][C:8]=1[CH:13]1[C:14]2[N:1]=[C:2]([OH:3])[N:4]=[C:18]([OH:19])[C:15]=2[CH2:16][CH2:17]1. (3) The reactants are [O:1]([C:8]1[CH:9]=[C:10]([N:14]2[CH2:22][CH2:21][C:16]3([NH:20][CH2:19][CH2:18][CH2:17]3)[CH2:15]2)[CH:11]=[N:12][CH:13]=1)[C:2]1[CH:7]=[CH:6][CH:5]=[CH:4][CH:3]=1.C=O.[C:25](=O)(O)[O-].[Na+]. The catalyst is C(O)=O. The product is [CH3:25][N:20]1[C:16]2([CH2:21][CH2:22][N:14]([C:10]3[CH:11]=[N:12][CH:13]=[C:8]([O:1][C:2]4[CH:3]=[CH:4][CH:5]=[CH:6][CH:7]=4)[CH:9]=3)[CH2:15]2)[CH2:17][CH2:18][CH2:19]1. The yield is 0.909. (4) The product is [Si:1]([O:8][CH2:9]/[CH:10]=[N:18]/[S@:16]([C:13]([CH3:15])([CH3:14])[CH3:12])=[O:17])([C:4]([CH3:7])([CH3:6])[CH3:5])([CH3:3])[CH3:2]. The reactants are [Si:1]([O:8][CH2:9][CH:10]=O)([C:4]([CH3:7])([CH3:6])[CH3:5])([CH3:3])[CH3:2].[CH3:12][C:13]([S@@:16]([NH2:18])=[O:17])([CH3:15])[CH3:14]. The catalyst is C(Cl)Cl.S([O-])([O-])(=O)=O.[Cu+2]. The yield is 0.617.